Dataset: Experimentally validated miRNA-target interactions with 360,000+ pairs, plus equal number of negative samples. Task: Binary Classification. Given a miRNA mature sequence and a target amino acid sequence, predict their likelihood of interaction. (1) The miRNA is rno-miR-451-5p with sequence AAACCGUUACCAUUACUGAGUU. The protein sequence of the target gene is MRRFKRKHLTAIDCQHLARSHLAVTQPFGQRWTNRDPNHGLYPKPRTKRGSRGQGSQRCIPEFFLAGKQPCTNDMAKSNSVGQDSCQDSEGDMIFPAESSCALPQEGSAGPGSPGSAPPSRKRSWSSEEESNQATGTSRWDGVSKKAPRHHLSVPCTRPREARQEAEDSTSRLSAESGETDQDAGDVGPDPIPDSYYGLLGTLPCQEALSHICSLPSEVLRHVFAFLPVEDLYWNLSLVCHLWREIISDPLFIPWKKLYHRYLMNEEQAVSKVDGILSNCGIEKESDLCVLNLIRYTATT.... Result: 0 (no interaction). (2) The miRNA is mmu-miR-324-3p with sequence CCACUGCCCCAGGUGCUGCU. The protein sequence of the target gene is MCHGKIAPKSSSEFVVTSVGHGVFLQLVILCALLGDGLASVCPLPPEPENGGYICHPRPCKDPLTAGSVIEYLCAEGYMLKGDYKYLTCKNGEWTPAMEVSCHLIEDKETHALGVPALSIVASTASSVALILLLVVLFVLLQPKLKSFHHSRREQGVSGDQVSIMVDGVQVALPSYEEAVYGSSGHCMPPADPRVQIVLSEGSAPSGRNMPREQQLQGQEACSSAGGEDEAPGHSGLCEAWGSQGSETVMVHQATTSSWVAGSGSSRPTHKDTADSENSDIQSLLSLTSEEYTDDIPLLK.... Result: 1 (interaction). (3) The miRNA is hsa-miR-24-1-5p with sequence UGCCUACUGAGCUGAUAUCAGU. The protein sequence of the target gene is MAAESGELIGACEFMKDRLYFATLRNRPKSTINIHYFSIDEELVYENFYADFGPLNLAMVYRYCCKLNKKLKSYSLSRKKIVHYTSFDQRKRANAAFLIGAYAVIYLKKTPEEAYRALLSGSNPPYLPFRDASFGNCTYNLTVLDCLQGIRKGLQHGFFDFETFDAEEYEHYERVENGDFNWIVPGKFLAFSGPHPKSKIENGYPLHAPEAYFPYFKKNNVTTIVRLNKKIYEAKRFTDAGFEHYDLFFIDGSTPSDNIVRRFLNICENTEGAIAVHCKAGLGRTGTLIACYVMKHYRFT.... Result: 0 (no interaction). (4) The miRNA is mmu-miR-697 with sequence AACAUCCUGGUCCUGUGGAGA. The protein sequence of the target gene is MARTTSQLYDAVPIQSSVVLCSCPSPSMVRSQTEPGSSPGIPSGVSRQGSTMDGTTAEARPSTNPLQQHPAQLPPQPRKKRPEDFKFGKILGEGSFSTVVLARELATSREYAIKILEKRHIIKENKVPYVTRERDVMSRLDHPFFVKLYFTFQDDEKLYFGLSYAKNGELLKYIRKIGSFDETCTRFYTAEIVSALEYLHGKGIIHRDLKPENILLNEDMHIQITDFGTAKVLSPESKQARANSFVGTAQYVSPELLTEKSACKSSDLWALGCIIYQLVAGLPPFRAGNEYLIFQKIIKL.... Result: 1 (interaction).